Dataset: Retrosynthesis with 50K atom-mapped reactions and 10 reaction types from USPTO. Task: Predict the reactants needed to synthesize the given product. (1) The reactants are: CC(C)(C)C(O[SiH](c1ccccc1)c1ccccc1)C(CO[Si](c1ccccc1)(c1ccccc1)C(C)(C)C)NC(=O)OCc1ccccc1. Given the product CC(C)(C)C(O[SiH](c1ccccc1)c1ccccc1)C(N)CO[Si](c1ccccc1)(c1ccccc1)C(C)(C)C, predict the reactants needed to synthesize it. (2) Given the product CC(C)Cc1cc(-c2cccc(C(=O)CC(=O)Nc3cc(C(F)(F)F)c(OCC(F)(F)F)cc3NC(=O)OC(C)(C)C)c2)ccn1, predict the reactants needed to synthesize it. The reactants are: CC(C)(C)OC(=O)Nc1cc(OCC(F)(F)F)c(C(F)(F)F)cc1N.CC(C)Cc1cc(-c2cccc(C(=O)CC(=O)OC(C)(C)C)c2)ccn1.